Dataset: Forward reaction prediction with 1.9M reactions from USPTO patents (1976-2016). Task: Predict the product of the given reaction. Given the reactants [F:1][C:2]([F:34])([F:33])[C:3]1[CH:4]=[C:5]([C@H:13]2[O:17][C:16](=[O:18])[N:15]([CH2:19][C:20]3[CH:27]=[C:26]([C:28]([F:31])([F:30])[F:29])[CH:25]=[CH:24][C:21]=3[CH:22]=[O:23])[C@H:14]2[CH3:32])[CH:6]=[C:7]([C:9]([F:12])([F:11])[F:10])[CH:8]=1.[CH3:35][CH2:36][Mg+].[Br-], predict the reaction product. The product is: [F:34][C:2]([F:1])([F:33])[C:3]1[CH:4]=[C:5]([C@H:13]2[O:17][C:16](=[O:18])[N:15]([CH2:19][C:20]3[CH:27]=[C:26]([C:28]([F:29])([F:30])[F:31])[CH:25]=[CH:24][C:21]=3[CH:22]([OH:23])[CH2:35][CH3:36])[C@H:14]2[CH3:32])[CH:6]=[C:7]([C:9]([F:11])([F:10])[F:12])[CH:8]=1.